Dataset: Forward reaction prediction with 1.9M reactions from USPTO patents (1976-2016). Task: Predict the product of the given reaction. (1) Given the reactants [O:1]1[CH2:6][CH2:5][NH:4][C:3]2[N:7]=[CH:8][CH:9]=[CH:10][C:2]1=2.C(N(CC)CC)C.[CH2:18]([O:25][C:26]1[C:34]([Cl:35])=[CH:33][C:29]([C:30](Cl)=[O:31])=[CH:28][C:27]=1[Cl:36])[C:19]1[CH:24]=[CH:23][CH:22]=[CH:21][CH:20]=1, predict the reaction product. The product is: [CH2:18]([O:25][C:26]1[C:27]([Cl:36])=[CH:28][C:29]([C:30]([N:4]2[CH2:5][CH2:6][O:1][C:2]3[CH:10]=[CH:9][CH:8]=[N:7][C:3]2=3)=[O:31])=[CH:33][C:34]=1[Cl:35])[C:19]1[CH:20]=[CH:21][CH:22]=[CH:23][CH:24]=1. (2) The product is: [NH2:9][C:4]1[C:5]([Cl:8])=[N:6][CH:7]=[C:2]([Br:1])[CH:3]=1. Given the reactants [Br:1][C:2]1[CH:3]=[C:4]([N+:9]([O-])=O)[C:5]([Cl:8])=[N:6][CH:7]=1.O.O.Cl[Sn]Cl.[OH-].[Na+], predict the reaction product. (3) Given the reactants Br[C:2]1[CH:9]=[CH:8][C:5]([C:6]#[N:7])=[C:4]([F:10])[CH:3]=1.C([Sn](CCCC)(CCCC)[C:16]([O:18]CC)=[CH2:17])CCC, predict the reaction product. The product is: [C:16]([C:2]1[CH:9]=[CH:8][C:5]([C:6]#[N:7])=[C:4]([F:10])[CH:3]=1)(=[O:18])[CH3:17]. (4) Given the reactants [NH2:1][C:2]1[CH:7]=[CH:6][C:5]([C:8]([CH3:12])([CH3:11])[C:9]#[N:10])=[CH:4][CH:3]=1.[CH2:13]([O:15][C:16]1[CH:17]=[C:18]([CH:22]=[CH:23][C:24]=1[O:25][CH2:26][CH3:27])[C:19](O)=[O:20])[CH3:14].C1C=CC2N(O)N=NC=2C=1.C(Cl)CCl, predict the reaction product. The product is: [C:9]([C:8]([CH3:12])([CH3:11])[C:5]1[CH:4]=[CH:3][C:2]([NH:1][C:19](=[O:20])[C:18]2[CH:22]=[CH:23][C:24]([O:25][CH2:26][CH3:27])=[C:16]([O:15][CH2:13][CH3:14])[CH:17]=2)=[CH:7][CH:6]=1)#[N:10]. (5) The product is: [OH:1][CH2:2][CH2:3][CH2:4][C:5]1[C:6](=[O:19])[CH:7]=[C:8]([CH2:11][O:12][CH:13]2[CH2:18][CH2:17][CH2:16][CH2:15][O:14]2)[NH:21][CH:10]=1. Given the reactants [OH:1][CH2:2][CH2:3][CH2:4][C:5]1[C:6](=[O:19])[CH:7]=[C:8]([CH2:11][O:12][CH:13]2[CH2:18][CH2:17][CH2:16][CH2:15][O:14]2)O[CH:10]=1.O.[NH4+:21], predict the reaction product. (6) Given the reactants Cl[C:2]1[C:11]2[C:6](=[CH:7][CH:8]=[C:9]([CH3:12])[CH:10]=2)[N:5]=[C:4]([N:13]2[CH2:19][C:18]3[CH:20]=[CH:21][CH:22]=[CH:23][C:17]=3[S:16](=[O:25])(=[O:24])[CH2:15][CH2:14]2)[CH:3]=1.[NH2:26][C@@H:27]([CH3:30])[CH2:28][OH:29], predict the reaction product. The product is: [O:24]=[S:16]1(=[O:25])[C:17]2[CH:23]=[CH:22][CH:21]=[CH:20][C:18]=2[CH2:19][N:13]([C:4]2[CH:3]=[C:2]([NH:26][C@@H:27]([CH3:30])[CH2:28][OH:29])[C:11]3[C:6](=[CH:7][CH:8]=[C:9]([CH3:12])[CH:10]=3)[N:5]=2)[CH2:14][CH2:15]1.